Dataset: Retrosynthesis with 50K atom-mapped reactions and 10 reaction types from USPTO. Task: Predict the reactants needed to synthesize the given product. (1) Given the product Cn1ccnc1CN(Cc1ccc(S(=O)(=O)NCCCCN)cc1)Cc1ncc[nH]1, predict the reactants needed to synthesize it. The reactants are: Cn1ccnc1CN(Cc1ccc(S(=O)(=O)NCCCCNC(=O)OC(C)(C)C)cc1)Cc1ncc[nH]1. (2) Given the product Cc1ccccc1-c1ccncc1N(CC#N)C(=O)c1cc(C(F)(F)F)cc(C(F)(F)F)c1, predict the reactants needed to synthesize it. The reactants are: Cc1ccccc1-c1ccncc1NCC#N.O=C(O)c1cc(C(F)(F)F)cc(C(F)(F)F)c1. (3) Given the product Cc1cccc(N2CCN(CCCc3cc(-c4ccc(Cl)cc4)n(-c4ccccc4)n3)CC2)c1C, predict the reactants needed to synthesize it. The reactants are: Cc1cccc(N2CCNCC2)c1C.O=CCCc1cc(-c2ccc(Cl)cc2)n(-c2ccccc2)n1. (4) Given the product N#CN1CCCCC1=O, predict the reactants needed to synthesize it. The reactants are: N#CN.O=C(Cl)CCCCCl. (5) Given the product COC(=O)c1cc2c(s1)c(=O)[nH]c(=O)n2C, predict the reactants needed to synthesize it. The reactants are: COC(=O)c1cc2c(s1)c(=O)n(Cc1ccccc1)c(=O)n2C. (6) Given the product CCOC(=O)Cn1c(=O)sc2cc(F)c(N3C(=O)C4=C(CCCC4)C3=O)cc21, predict the reactants needed to synthesize it. The reactants are: CCOC(=O)Cn1c(=O)sc2cc(F)c(N)cc21.O=C1OC(=O)C2=C1CCCC2.